This data is from Retrosynthesis with 50K atom-mapped reactions and 10 reaction types from USPTO. The task is: Predict the reactants needed to synthesize the given product. (1) Given the product O=C(OCc1ccccc1)N1CCC(O)(c2ccccc2)[C@@H]2CCCC[C@@H]21, predict the reactants needed to synthesize it. The reactants are: O=C1CCN(C(=O)OCc2ccccc2)[C@H]2CCCC[C@@H]12.[Mg+]c1ccccc1. (2) Given the product COc1ccc2c(Sc3cccc(NC(=O)Nc4cc(C(C)(C)C)on4)c3)ncnc2c1, predict the reactants needed to synthesize it. The reactants are: CC(C)(C)c1cc(NC(=O)Nc2cccc(S)c2)no1.COc1ccc2c(Cl)ncnc2c1. (3) Given the product CC(C)(C)OC(=O)NC1=N[C@](C)(c2cc(N)ccc2F)[C@@H](F)S(=O)(=O)C1(C)C, predict the reactants needed to synthesize it. The reactants are: CC(C)(C)OC(=O)NC1=N[C@](C)(c2cc(N=[N+]=[N-])ccc2F)[C@@H](F)S(=O)(=O)C1(C)C. (4) Given the product COc1ccc(C2=NN(C3CCN(C(=O)[C@@H](Cc4cccc(Cl)c4)NC(=O)c4c[nH]c5c(-c6c(OCC7CC7)ccc7c6OCO7)ncnc45)CC3)C(=O)[C@@H]3CCCC[C@H]23)cc1OC, predict the reactants needed to synthesize it. The reactants are: COc1ccc(C2=NN(C3CCN(C(=O)[C@H](N)Cc4cccc(Cl)c4)CC3)C(=O)[C@@H]3CCCC[C@H]23)cc1OC.O=C(O)c1c[nH]c2c(-c3c(OCC4CC4)ccc4c3OCO4)ncnc12.